The task is: Predict the reactants needed to synthesize the given product.. This data is from Full USPTO retrosynthesis dataset with 1.9M reactions from patents (1976-2016). (1) Given the product [NH2:25][C:24]1[CH:23]=[CH:22][C:28]([CH3:29])=[C:27]([CH2:18][C@@:12]([NH:11][C:9]([O:8][CH2:1][C:2]2[CH:7]=[CH:6][CH:5]=[CH:4][CH:3]=2)=[O:10])([CH3:20])[CH2:13][C:14]([O:16][CH3:17])=[O:15])[CH:26]=1, predict the reactants needed to synthesize it. The reactants are: [CH2:1]([O:8][C:9]([NH:11][C@@:12]([CH3:20])([CH2:18]I)[CH2:13][C:14]([O:16][CH3:17])=[O:15])=[O:10])[C:2]1[CH:7]=[CH:6][CH:5]=[CH:4][CH:3]=1.I[C:22]1[CH:23]=[C:24]([CH:26]=[CH:27][C:28]=1[CH3:29])[NH2:25].C1(C)C=CC=CC=1P(C1C=CC=CC=1C)C1C=CC=CC=1C. (2) Given the product [F:13][C:14]1[CH:19]=[CH:18][C:17]([N:20]2[C:24]([C:2]3[N:12]=[CH:11][C:5]4[O:6][CH2:7][C:8](=[O:10])[NH:9][C:4]=4[CH:3]=3)=[CH:23][C:22]([C:28]([F:29])([F:31])[F:30])=[N:21]2)=[C:16]([CH3:32])[CH:15]=1, predict the reactants needed to synthesize it. The reactants are: Br[C:2]1[N:12]=[CH:11][C:5]2[O:6][CH2:7][C:8](=[O:10])[NH:9][C:4]=2[CH:3]=1.[F:13][C:14]1[CH:19]=[CH:18][C:17]([N:20]2[C:24](B(O)O)=[CH:23][C:22]([C:28]([F:31])([F:30])[F:29])=[N:21]2)=[C:16]([CH3:32])[CH:15]=1. (3) The reactants are: B(Cl)(Cl)Cl.[NH2:5][C:6]1[O:10][N:9]=[C:8]([C@@H:11]2[CH2:17][CH2:16][C@@H:15]3[CH2:18][N:12]2[C:13](=[O:27])[N:14]3[O:19]CC2C=CC=CC=2)[N:7]=1. Given the product [NH2:5][C:6]1[O:10][N:9]=[C:8]([C@@H:11]2[CH2:17][CH2:16][C@@H:15]3[CH2:18][N:12]2[C:13](=[O:27])[N:14]3[OH:19])[N:7]=1, predict the reactants needed to synthesize it. (4) Given the product [O:7]=[C:8]1[CH2:9][CH2:10][C:11]2[C:12](=[CH:13][C:14]([C:15]([O:17][CH3:18])=[O:16])=[CH:19][CH:20]=2)[NH:21]1, predict the reactants needed to synthesize it. The reactants are: [H][H].CO.C([O:7][C:8](=O)/[CH:9]=[CH:10]/[C:11]1[CH:20]=[CH:19][C:14]([C:15]([O:17][CH3:18])=[O:16])=[CH:13][C:12]=1[N+:21]([O-])=O)C. (5) Given the product [ClH:19].[ClH:34].[Cl:34][C:35]1[CH:36]=[CH:37][C:38]([N:41]2[CH2:46][CH2:45][N:44]([C:20]([O:9][CH2:8][CH:4]3[O:5][CH2:6][CH2:7][N:2]([CH3:1])[CH2:3]3)=[O:21])[CH2:43][CH2:42]2)=[CH:39][CH:40]=1, predict the reactants needed to synthesize it. The reactants are: [CH3:1][N:2]1[CH2:7][CH2:6][O:5][CH:4]([CH2:8][OH:9])[CH2:3]1.CCN(C(C)C)C(C)C.[Cl:19][C:20](OC1C=CC([N+]([O-])=O)=CC=1)=[O:21].Cl.Cl.[Cl:34][C:35]1[CH:40]=[CH:39][C:38]([N:41]2[CH2:46][CH2:45][NH:44][CH2:43][CH2:42]2)=[CH:37][CH:36]=1.Cl.CCOCC. (6) Given the product [CH3:15][S:12]([C:3]1[CH:4]=[C:5]([CH2:8][C:9](=[O:11])[CH3:10])[CH:6]=[CH:7][CH:2]=1)(=[O:13])=[O:14], predict the reactants needed to synthesize it. The reactants are: Cl[C:2]1[CH:7]=[CH:6][C:5]([CH2:8][C:9](=[O:11])[CH3:10])=[CH:4][C:3]=1[S:12]([CH3:15])(=[O:14])=[O:13]. (7) Given the product [F:58][C:50]1[C:51]([CH2:55][CH2:56][OH:57])=[CH:52][CH:53]=[CH:54][C:49]=1[CH2:48][N:45]1[CH2:46][CH2:47][C:42]2([O:37][CH2:38][CH2:39][N:40]([C:33]([C:31]3[N:32]=[C:28]([CH:25]([CH3:26])[CH3:27])[S:29][C:30]=3[CH3:36])=[O:35])[CH2:41]2)[CH2:43][CH2:44]1, predict the reactants needed to synthesize it. The reactants are: CN(C(ON1N=NC2C=CC=NC1=2)=[N+](C)C)C.F[P-](F)(F)(F)(F)F.[CH:25]([C:28]1[S:29][C:30]([CH3:36])=[C:31]([C:33]([OH:35])=O)[N:32]=1)([CH3:27])[CH3:26].[O:37]1[C:42]2([CH2:47][CH2:46][N:45]([CH2:48][C:49]3[C:50]([F:58])=[C:51]([CH2:55][CH2:56][OH:57])[CH:52]=[CH:53][CH:54]=3)[CH2:44][CH2:43]2)[CH2:41][NH:40][CH2:39][CH2:38]1.C(N(CC)CC)C. (8) The reactants are: CC[Mg+].[Br-:4].C1C=CC(C(C2NC=CC=2)C2NC=CC=2)=CC=1.C[C:23]1[CH:37]=[CH:36][C:26]([C:27](=[O:35])[S:28][C:29]2[CH:34]=[CH:33][CH:32]=[CH:31][N:30]=2)=[CH:25][CH:24]=1. Given the product [Br:4][C:23]1[CH:37]=[CH:36][C:26]([C:27](=[O:35])[S:28][C:29]2[CH:34]=[CH:33][CH:32]=[CH:31][N:30]=2)=[CH:25][CH:24]=1, predict the reactants needed to synthesize it. (9) Given the product [C:9]([N:6]1[CH:7]=[CH:8][C:3](=[O:2])[CH2:4][CH:5]1[C:34]1[CH:35]=[CH:36][C:31]([Br:30])=[CH:32][CH:33]=1)(=[O:16])[C:10]1[CH:15]=[CH:14][CH:13]=[CH:12][CH:11]=1, predict the reactants needed to synthesize it. The reactants are: C[O:2][C:3]1[CH:8]=[CH:7][N:6]=[CH:5][CH:4]=1.[C:9](Cl)(=[O:16])[C:10]1[CH:15]=[CH:14][CH:13]=[CH:12][CH:11]=1.FC(F)(F)S(O[Si](C)(C)C)(=O)=O.[Br:30][C:31]1[CH:36]=[CH:35][C:34]([Mg]Br)=[CH:33][CH:32]=1.